Dataset: Forward reaction prediction with 1.9M reactions from USPTO patents (1976-2016). Task: Predict the product of the given reaction. (1) Given the reactants [NH2:1][C:2]1[CH:3]=[C:4]([NH:9][C:10](=[O:16])[O:11][C:12]([CH3:15])([CH3:14])[CH3:13])[CH:5]=[CH:6][C:7]=1[CH3:8].[N:17]1[C:26]2[C:21](=[CH:22][C:23]([C:27](O)=[O:28])=[CH:24][CH:25]=2)[N:20]=[CH:19][CH:18]=1.C(N(C(C)C)CC)(C)C.CN(C(ON1N=NC2C=CC=NC1=2)=[N+](C)C)C.F[P-](F)(F)(F)(F)F, predict the reaction product. The product is: [CH3:8][C:7]1[CH:6]=[CH:5][C:4]([NH:9][C:10](=[O:16])[O:11][C:12]([CH3:13])([CH3:15])[CH3:14])=[CH:3][C:2]=1[NH:1][C:27]([C:23]1[CH:22]=[C:21]2[C:26](=[CH:25][CH:24]=1)[N:17]=[CH:18][CH:19]=[N:20]2)=[O:28]. (2) The product is: [CH2:7]([N:9]1[CH:13]=[C:12]([CH2:14][OH:15])[CH:11]=[N:10]1)[CH3:8]. Given the reactants [H-].[Al+3].[Li+].[H-].[H-].[H-].[CH2:7]([N:9]1[CH:13]=[C:12]([C:14](OCC)=[O:15])[CH:11]=[N:10]1)[CH3:8].O.O.O.O.O.O.O.O.O.O.S([O-])([O-])(=O)=O.[Na+].[Na+], predict the reaction product.